Regression. Given two drug SMILES strings and cell line genomic features, predict the synergy score measuring deviation from expected non-interaction effect. From a dataset of NCI-60 drug combinations with 297,098 pairs across 59 cell lines. (1) Drug 1: C1=CC(=C2C(=C1NCCNCCO)C(=O)C3=C(C=CC(=C3C2=O)O)O)NCCNCCO. Drug 2: CCC1(CC2CC(C3=C(CCN(C2)C1)C4=CC=CC=C4N3)(C5=C(C=C6C(=C5)C78CCN9C7C(C=CC9)(C(C(C8N6C)(C(=O)OC)O)OC(=O)C)CC)OC)C(=O)OC)O.OS(=O)(=O)O. Cell line: SNB-19. Synergy scores: CSS=60.7, Synergy_ZIP=1.26, Synergy_Bliss=0.316, Synergy_Loewe=2.44, Synergy_HSA=4.58. (2) Drug 1: CC1C(C(CC(O1)OC2CC(CC3=C2C(=C4C(=C3O)C(=O)C5=C(C4=O)C(=CC=C5)OC)O)(C(=O)C)O)N)O.Cl. Drug 2: CC1=C2C(C(=O)C3(C(CC4C(C3C(C(C2(C)C)(CC1OC(=O)C(C(C5=CC=CC=C5)NC(=O)C6=CC=CC=C6)O)O)OC(=O)C7=CC=CC=C7)(CO4)OC(=O)C)O)C)OC(=O)C. Cell line: A549. Synergy scores: CSS=23.3, Synergy_ZIP=-10.6, Synergy_Bliss=-10.0, Synergy_Loewe=-16.7, Synergy_HSA=-7.46. (3) Drug 1: N.N.Cl[Pt+2]Cl. Drug 2: CC1C(C(CC(O1)OC2CC(CC3=C2C(=C4C(=C3O)C(=O)C5=C(C4=O)C(=CC=C5)OC)O)(C(=O)CO)O)N)O.Cl. Cell line: LOX IMVI. Synergy scores: CSS=47.4, Synergy_ZIP=0.743, Synergy_Bliss=-0.563, Synergy_Loewe=-34.2, Synergy_HSA=-0.117. (4) Drug 1: CNC(=O)C1=CC=CC=C1SC2=CC3=C(C=C2)C(=NN3)C=CC4=CC=CC=N4. Synergy scores: CSS=16.0, Synergy_ZIP=-0.616, Synergy_Bliss=3.33, Synergy_Loewe=-6.32, Synergy_HSA=2.45. Drug 2: CC12CCC3C(C1CCC2=O)CC(=C)C4=CC(=O)C=CC34C. Cell line: SF-268.